Task: Predict the product of the given reaction.. Dataset: Forward reaction prediction with 1.9M reactions from USPTO patents (1976-2016) Given the reactants [F:1][CH2:2][CH2:3][O:4][C:5]1[CH:10]=[CH:9][C:8]([N:11]2[CH2:16][CH2:15][NH:14][CH2:13][CH2:12]2)=[CH:7][CH:6]=1.C(N(C(C)C)CC)(C)C.[N:26]1([C:31](=N)[NH2:32])C=CC=N1, predict the reaction product. The product is: [F:1][CH2:2][CH2:3][O:4][C:5]1[CH:6]=[CH:7][C:8]([N:11]2[CH2:12][CH2:13][N:14]([C:31]([NH2:32])=[NH:26])[CH2:15][CH2:16]2)=[CH:9][CH:10]=1.